This data is from Forward reaction prediction with 1.9M reactions from USPTO patents (1976-2016). The task is: Predict the product of the given reaction. (1) Given the reactants [C:1]([C:3]1[CH:22]=[CH:21][C:6]([CH2:7][NH:8][C:9](=[O:20])[CH:10]([C:13]2[CH:18]=[CH:17][C:16]([OH:19])=[CH:15][CH:14]=2)[O:11][CH3:12])=[CH:5][CH:4]=1)#[N:2].I[CH:24]([CH3:26])[CH3:25].C(=O)([O-])[O-].[Cs+].[Cs+], predict the reaction product. The product is: [C:1]([C:3]1[CH:4]=[CH:5][C:6]([CH2:7][NH:8][C:9](=[O:20])[CH:10]([C:13]2[CH:18]=[CH:17][C:16]([O:19][CH:24]([CH3:26])[CH3:25])=[CH:15][CH:14]=2)[O:11][CH3:12])=[CH:21][CH:22]=1)#[N:2]. (2) Given the reactants Cl[C:2]1[C:7]([C:8]([O:10][CH2:11][CH3:12])=[O:9])=[CH:6][N:5]=[C:4]([S:13][CH3:14])[N:3]=1.[CH2:15]([NH2:17])[CH3:16], predict the reaction product. The product is: [CH2:15]([NH:17][C:2]1[C:7]([C:8]([O:10][CH2:11][CH3:12])=[O:9])=[CH:6][N:5]=[C:4]([S:13][CH3:14])[N:3]=1)[CH3:16]. (3) Given the reactants [NH2:1][C:2]1[C:11]2[N:10]=[CH:9][C:8]([CH2:12][CH2:13][C:14]3[CH:19]=[CH:18][C:17]([C:20](=O)[CH3:21])=[CH:16][CH:15]=3)=[CH:7][C:6]=2[C:5]2[CH:23]=[CH:24][C:25]([CH3:27])=[CH:26][C:4]=2[N:3]=1.[NH:28]1[CH2:32][CH2:31][CH:30]([OH:33])[CH2:29]1.C(O)(C(F)(F)F)=O, predict the reaction product. The product is: [NH2:1][C:2]1[C:11]2[N:10]=[CH:9][C:8]([CH2:12][CH2:13][C:14]3[CH:19]=[CH:18][C:17]([CH:20]([N:28]4[CH2:32][CH2:31][CH:30]([OH:33])[CH2:29]4)[CH3:21])=[CH:16][CH:15]=3)=[CH:7][C:6]=2[C:5]2[CH:23]=[CH:24][C:25]([CH3:27])=[CH:26][C:4]=2[N:3]=1. (4) Given the reactants [CH3:1][N:2]1[CH2:7][CH2:6][NH:5][CH2:4][CH2:3]1.[Br:8][C:9]1[CH:10]=[C:11]([S:15](Cl)(=[O:17])=[O:16])[CH:12]=[CH:13][CH:14]=1, predict the reaction product. The product is: [Br:8][C:9]1[CH:10]=[C:11]([S:15]([N:5]2[CH2:6][CH2:7][N:2]([CH3:1])[CH2:3][CH2:4]2)(=[O:17])=[O:16])[CH:12]=[CH:13][CH:14]=1. (5) Given the reactants [OH-].[Na+].Cl[CH2:4][CH:5]([OH:13])[CH2:6][C:7]1[CH:12]=[CH:11][CH:10]=[CH:9][CH:8]=1.S(O)(O)(=O)=O.[NH2:19][CH2:20][CH3:21].C1(C)C=CC=CC=1, predict the reaction product. The product is: [CH2:6]([CH:5]1[O:13][CH2:21][CH2:20][NH:19][CH2:4]1)[C:7]1[CH:12]=[CH:11][CH:10]=[CH:9][CH:8]=1. (6) Given the reactants COC(=O)C1C=C([C:10]2[O:11][C:12]([CH:15]=[O:16])=[CH:13][CH:14]=2)C=CC=1O.C([Li])CCC.CC1CCNCC1.O1C=CC=C1C=O.[Sn:38](Cl)([CH3:41])([CH3:40])[CH3:39], predict the reaction product. The product is: [CH3:39][Sn:38]([CH3:41])([CH3:40])[C:10]1[O:11][C:12]([CH:15]=[O:16])=[CH:13][CH:14]=1. (7) Given the reactants Br[C:2]1[CH:7]=[CH:6][C:5]([C@H:8]([NH:10][S:11]([CH3:14])(=[O:13])=[O:12])[CH3:9])=[CH:4][CH:3]=1.[CH:15]([O:17]CCCC)=[CH2:16].C(=O)([O-])[O-].[K+].[K+], predict the reaction product. The product is: [C:15]([C:2]1[CH:7]=[CH:6][C:5]([C@H:8]([NH:10][S:11]([CH3:14])(=[O:13])=[O:12])[CH3:9])=[CH:4][CH:3]=1)(=[O:17])[CH3:16].